This data is from Forward reaction prediction with 1.9M reactions from USPTO patents (1976-2016). The task is: Predict the product of the given reaction. Given the reactants [C:1]1([C:7]2([CH2:12][OH:13])[CH2:11][CH2:10][CH2:9][CH2:8]2)[CH:6]=[CH:5][CH:4]=[CH:3][CH:2]=1.C(N(CC)CC)C.[S:21](Cl)([CH3:24])(=[O:23])=[O:22], predict the reaction product. The product is: [C:1]1([C:7]2([CH2:12][O:13][S:21]([CH3:24])(=[O:23])=[O:22])[CH2:11][CH2:10][CH2:9][CH2:8]2)[CH:6]=[CH:5][CH:4]=[CH:3][CH:2]=1.